Dataset: Forward reaction prediction with 1.9M reactions from USPTO patents (1976-2016). Task: Predict the product of the given reaction. (1) Given the reactants Cl[C:2]1[C:7]([C:8]#[N:9])=[CH:6][C:5]([C:10]2[C:19]3[C:14](=[CH:15][C:16]([S:20]([NH:23][C:24]4[CH:28]=[CH:27][O:26][N:25]=4)(=[O:22])=[O:21])=[CH:17][CH:18]=3)[CH:13]=[CH:12][N:11]=2)=[C:4]([O:29][CH3:30])[CH:3]=1.[F:31][C:32]1[CH:33]=[C:34](B(O)O)[CH:35]=[CH:36][CH:37]=1.C1(P(C2CCCCC2)C2C=CC=CC=2C2C(OC)=CC=CC=2OC)CCCCC1.P([O-])([O-])([O-])=O.[K+].[K+].[K+], predict the reaction product. The product is: [C:8]([C:7]1[CH:6]=[C:5]([C:10]2[C:19]3[C:14](=[CH:15][C:16]([S:20]([NH:23][C:24]4[CH:28]=[CH:27][O:26][N:25]=4)(=[O:21])=[O:22])=[CH:17][CH:18]=3)[CH:13]=[CH:12][N:11]=2)[C:4]([O:29][CH3:30])=[CH:3][C:2]=1[C:36]1[CH:35]=[CH:34][CH:33]=[C:32]([F:31])[CH:37]=1)#[N:9]. (2) Given the reactants [CH3:16][C:11]1([CH3:17])[C:12]([CH3:15])([CH3:14])[O:13][B:9]([B:9]2[O:13][C:12]([CH3:15])([CH3:14])[C:11]([CH3:17])([CH3:16])[O:10]2)[O:10]1.C([O-])(=O)C.[K+].Br[C:25]1[CH:26]=[C:27]([CH:32]=[CH:33][C:34]=1[CH3:35])[C:28]([O:30][CH3:31])=[O:29], predict the reaction product. The product is: [CH3:35][C:34]1[CH:33]=[CH:32][C:27]([C:28]([O:30][CH3:31])=[O:29])=[CH:26][C:25]=1[B:9]1[O:10][C:11]([CH3:16])([CH3:17])[C:12]([CH3:14])([CH3:15])[O:13]1. (3) The product is: [CH:1]1([C@H:4]2[O:9][C@@H:8]([C:10]3[CH:11]=[CH:12][C:13]([C:14]([O:16][CH3:17])=[O:15])=[CH:18][CH:19]=3)[CH2:7][C:6](=[O:20])[CH2:5]2)[CH2:3][CH2:2]1. Given the reactants [CH:1]1([C@H:4]2[O:9][C@@H:8]([C:10]3[CH:19]=[CH:18][C:13]([C:14]([O:16][CH3:17])=[O:15])=[CH:12][CH:11]=3)[CH2:7][CH:6]([OH:20])[CH2:5]2)[CH2:3][CH2:2]1.[Cr](Cl)([O-])(=O)=O.[NH+]1C=CC=CC=1, predict the reaction product. (4) Given the reactants [C:1]([NH:4][CH2:5][CH2:6][CH:7]1[C:15]2[C:10](=[CH:11][CH:12]=[C:13]([NH:17][C:18](=[O:25])[C:19]3[CH:24]=[CH:23][CH:22]=[CH:21][CH:20]=3)[C:14]=2O)[CH2:9][CH2:8]1)(=[O:3])[CH3:2].C1(C)C=CC(S([O-])(=O)=O)=CC=1.[NH+]1C=CC=CC=1, predict the reaction product. The product is: [C:19]1([C:18]2[O:25][C:14]3[C:15]4[CH:7]([CH2:6][CH2:5][NH:4][C:1](=[O:3])[CH3:2])[CH2:8][CH2:9][C:10]=4[CH:11]=[CH:12][C:13]=3[N:17]=2)[CH:24]=[CH:23][CH:22]=[CH:21][CH:20]=1. (5) Given the reactants [CH3:1][C:2]1[N:7]=[CH:6][C:5]([CH2:8][OH:9])=[CH:4][CH:3]=1.[N+:10]([C:13]1[CH:18]=[CH:17][C:16]([O:19][C:20](=O)[O:21]C2C=CC([N+]([O-])=O)=CC=2)=[CH:15][CH:14]=1)([O-:12])=[O:11].CN1CCOCC1, predict the reaction product. The product is: [C:20](=[O:21])([O:19][C:16]1[CH:15]=[CH:14][C:13]([N+:10]([O-:12])=[O:11])=[CH:18][CH:17]=1)[O:9][CH2:8][C:5]1[CH:6]=[N:7][C:2]([CH3:1])=[CH:3][CH:4]=1. (6) Given the reactants [OH:1][C:2]1[CH:6]=[CH:5][S:4][C:3]=1[C:7]([O:9][CH3:10])=[O:8].[CH2:11](Br)[C:12]1[CH:17]=[CH:16][CH:15]=[CH:14][CH:13]=1.[H-].[Na+].C(O)(=O)CC(CC(O)=O)(C(O)=O)O, predict the reaction product. The product is: [CH2:11]([O:1][C:2]1[CH:6]=[CH:5][S:4][C:3]=1[C:7]([O:9][CH3:10])=[O:8])[C:12]1[CH:17]=[CH:16][CH:15]=[CH:14][CH:13]=1. (7) Given the reactants [CH3:1][S:2][C:3]1[CH:10]=[CH:9][C:6](C=O)=[CH:5][CH:4]=1.[CH:11](OC)([O:14][CH3:15])[O:12][CH3:13].CC1C=CC(S(O)(=O)=O)=CC=1.C[O-].[Na+], predict the reaction product. The product is: [CH3:13][O:12][CH:11]([C:6]1[CH:9]=[CH:10][C:3]([S:2][CH3:1])=[CH:4][CH:5]=1)[O:14][CH3:15]. (8) Given the reactants [ClH:1].CC(C)=O.[F:6][C:7]1([F:56])[CH2:12][CH2:11][CH:10]([C:13]2[C:22]3[C@@H:21]([OH:23])[CH2:20][C:19]([CH3:25])([CH3:24])[CH2:18][C:17]=3[N:16]=[C:15]([CH:26]3[CH2:31][CH2:30][N:29]([C:32]4[N:37]=[CH:36][C:35]([O:38][CH2:39][C@H:40]([OH:43])[CH2:41][OH:42])=[CH:34][N:33]=4)[CH2:28][CH2:27]3)[C:14]=2[C@@H:44]([F:55])[C:45]2[CH:50]=[CH:49][C:48]([C:51]([F:54])([F:53])[F:52])=[CH:47][CH:46]=2)[CH2:9][CH2:8]1, predict the reaction product. The product is: [ClH:1].[ClH:1].[F:56][C:7]1([F:6])[CH2:8][CH2:9][CH:10]([C:13]2[C:22]3[C@@H:21]([OH:23])[CH2:20][C:19]([CH3:24])([CH3:25])[CH2:18][C:17]=3[N:16]=[C:15]([CH:26]3[CH2:31][CH2:30][N:29]([C:32]4[N:37]=[CH:36][C:35]([O:38][CH2:39][C@H:40]([OH:43])[CH2:41][OH:42])=[CH:34][N:33]=4)[CH2:28][CH2:27]3)[C:14]=2[C@@H:44]([F:55])[C:45]2[CH:50]=[CH:49][C:48]([C:51]([F:52])([F:54])[F:53])=[CH:47][CH:46]=2)[CH2:11][CH2:12]1. (9) Given the reactants [N:1]1([C:6]2(C#N)[CH2:9][O:8][CH2:7]2)[CH2:5]CCC1.[C:12]1(=O)[CH2:15][CH2:14][CH2:13]1.[NH:17]1CCOC[CH2:18]1, predict the reaction product. The product is: [N:1]1([C:12]2([C:18]#[N:17])[CH2:15][CH2:14][CH2:13]2)[CH2:5][CH2:7][O:8][CH2:9][CH2:6]1.